From a dataset of Forward reaction prediction with 1.9M reactions from USPTO patents (1976-2016). Predict the product of the given reaction. (1) Given the reactants [CH2:1]([O:8][C:9]([NH:11][C@@H:12]1[CH2:17][CH2:16][C:15](=[O:18])[CH2:14][C@@H:13]1[NH:19][C:20]([O:22][CH2:23][C:24]1[CH:29]=[CH:28][CH:27]=[CH:26][CH:25]=1)=[O:21])=[O:10])[C:2]1[CH:7]=[CH:6][CH:5]=[CH:4][CH:3]=1.[C:30]1(C)C=CC(S(O)(=O)=O)=CC=1.[O:41]1CCC[CH2:42]1, predict the reaction product. The product is: [CH2:1]([O:8][C:9]([NH:11][C@@H:12]1[CH2:17][CH2:16][C:15]([O:41][CH3:42])([O:18][CH3:30])[CH2:14][C@@H:13]1[NH:19][C:20]([O:22][CH2:23][C:24]1[CH:29]=[CH:28][CH:27]=[CH:26][CH:25]=1)=[O:21])=[O:10])[C:2]1[CH:3]=[CH:4][CH:5]=[CH:6][CH:7]=1. (2) Given the reactants [NH2:1][C:2]1[CH:3]=[C:4]([S:11][CH2:12][CH2:13][CH2:14][CH2:15][N:16]2[C:24](=[O:25])[C:23]3[C:18](=[CH:19][CH:20]=[CH:21][CH:22]=3)[C:17]2=[O:26])[CH:5]=[C:6]([N+:8]([O-:10])=[O:9])[CH:7]=1.ClC(Cl)(O[C:31](=[O:37])OC(Cl)(Cl)Cl)Cl.[NH:39]1[CH2:43][CH2:42][CH2:41][CH2:40]1, predict the reaction product. The product is: [O:26]=[C:17]1[C:18]2[C:23](=[CH:22][CH:21]=[CH:20][CH:19]=2)[C:24](=[O:25])[N:16]1[CH2:15][CH2:14][CH2:13][CH2:12][S:11][C:4]1[CH:3]=[C:2]([NH:1][C:31]([N:39]2[CH2:43][CH2:42][CH2:41][CH2:40]2)=[O:37])[CH:7]=[C:6]([N+:8]([O-:10])=[O:9])[CH:5]=1. (3) Given the reactants [CH2:1]([O:3][C:4]1[CH:13]=[C:12]2[C:7]([CH:8]=[CH:9][CH:10]=[C:11]2[NH2:14])=[CH:6][CH:5]=1)[CH3:2].[Li].CO.N, predict the reaction product. The product is: [CH2:1]([O:3][C:4]1[CH2:13][C:12]2[C:11]([NH2:14])=[CH:10][CH:9]=[CH:8][C:7]=2[CH2:6][CH:5]=1)[CH3:2].